This data is from Catalyst prediction with 721,799 reactions and 888 catalyst types from USPTO. The task is: Predict which catalyst facilitates the given reaction. (1) Reactant: Cl.[Br:2][C:3]1[CH:10]=[CH:9][C:6]([CH2:7][NH2:8])=[CH:5][CH:4]=1.C(=O)([O-])[O-].[K+].[K+].[O:17](C(OC(C)(C)C)=O)[C:18]([O:20][C:21]([CH3:24])([CH3:23])[CH3:22])=O.CCOC(C)=O. Product: [C:21]([O:20][C:18](=[O:17])[NH:8][CH2:7][C:6]1[CH:9]=[CH:10][C:3]([Br:2])=[CH:4][CH:5]=1)([CH3:24])([CH3:23])[CH3:22]. The catalyst class is: 20. (2) Product: [OH:16][C:10]1[C:9](=[O:17])[C:8]([CH:3]([N:18]2[CH:22]=[CH:21][N:20]=[CH:19]2)[C:4]([F:7])([F:6])[F:5])=[CH:13][N:12]([CH3:14])[C:11]=1[CH3:15]. The catalyst class is: 6. Reactant: Cl.Cl[CH:3]([C:8]1[C:9](=[O:17])[C:10]([OH:16])=[C:11]([CH3:15])[N:12]([CH3:14])[CH:13]=1)[C:4]([F:7])([F:6])[F:5].[NH:18]1[CH:22]=[CH:21][N:20]=[CH:19]1.Cl. (3) Reactant: [CH2:1]([O:3][C:4](=[O:30])[C:5]([O:27][CH2:28][CH3:29])=[CH:6][C:7]1[CH:12]=[CH:11][CH:10]=[C:9]([O:13][CH2:14][CH2:15][C:16]2[CH:21]=[CH:20][C:19]([O:22][S:23]([CH3:26])(=[O:25])=[O:24])=[CH:18][CH:17]=2)[CH:8]=1)[CH3:2].C(O)(=O)C. Product: [CH2:1]([O:3][C:4](=[O:30])[CH:5]([O:27][CH2:28][CH3:29])[CH2:6][C:7]1[CH:12]=[CH:11][CH:10]=[C:9]([O:13][CH2:14][CH2:15][C:16]2[CH:17]=[CH:18][C:19]([O:22][S:23]([CH3:26])(=[O:25])=[O:24])=[CH:20][CH:21]=2)[CH:8]=1)[CH3:2]. The catalyst class is: 78. (4) Reactant: [N+:1]([C:4]1[CH:9]=[CH:8][CH:7]=[CH:6][C:5]=1[CH2:10][C:11]([OH:13])=O)([O-:3])=[O:2].[NH2:14][CH:15]1[CH2:20][CH2:19][N:18]([CH2:21][C:22]2[CH:27]=[CH:26][CH:25]=[CH:24][CH:23]=2)[CH2:17][CH2:16]1.ON1C2C=CC=CC=2N=N1.CN(C)CCCN=C=NCC.C(N(CC)CC)C. Product: [CH2:21]([N:18]1[CH2:19][CH2:20][CH:15]([NH:14][C:11](=[O:13])[CH2:10][C:5]2[CH:6]=[CH:7][CH:8]=[CH:9][C:4]=2[N+:1]([O-:3])=[O:2])[CH2:16][CH2:17]1)[C:22]1[CH:23]=[CH:24][CH:25]=[CH:26][CH:27]=1. The catalyst class is: 13. (5) Reactant: [CH:1]1([N:5]2[CH2:11][CH2:10][C:9]3[CH:12]=[CH:13][C:14]([C:16]4[N:21]=[CH:20][C:19]([C:22]([O:24]C)=[O:23])=[CH:18][CH:17]=4)=[CH:15][C:8]=3[CH2:7][CH2:6]2)[CH2:4][CH2:3][CH2:2]1.[OH-].[Li+]. Product: [CH:1]1([N:5]2[CH2:11][CH2:10][C:9]3[CH:12]=[CH:13][C:14]([C:16]4[N:21]=[CH:20][C:19]([C:22]([OH:24])=[O:23])=[CH:18][CH:17]=4)=[CH:15][C:8]=3[CH2:7][CH2:6]2)[CH2:2][CH2:3][CH2:4]1. The catalyst class is: 5.